This data is from Catalyst prediction with 721,799 reactions and 888 catalyst types from USPTO. The task is: Predict which catalyst facilitates the given reaction. (1) Reactant: [Br:1][C:2]1[CH:3]=[CH:4][C:5]([F:10])=[C:6]([CH:9]=1)[CH:7]=[O:8].[In].[CH2:12]([O:14][C:15](=[O:20])[C:16](Br)([F:18])[F:17])[CH3:13].[NH4+].[Cl-]. Product: [Br:1][C:2]1[CH:3]=[CH:4][C:5]([F:10])=[C:6]([CH:7]([OH:8])[C:16]([F:18])([F:17])[C:15]([O:14][CH2:12][CH3:13])=[O:20])[CH:9]=1. The catalyst class is: 3. (2) Reactant: [Cl:1][C:2]1[N:7]=[C:6]([C:8]2[S:12][C:11]([C:13]([CH3:16])([CH3:15])[CH3:14])=[N:10][C:9]=2[C:17]2[C:18]([F:33])=[C:19]([NH:23][S:24]([C:27]3[N:31]([CH3:32])[N:30]=[CH:29][CH:28]=3)(=[O:26])=[O:25])[CH:20]=[CH:21][CH:22]=2)[CH:5]=[CH:4][N:3]=1.[OH-].[NH4+:35].Cl. Product: [ClH:1].[NH2:35][C:2]1[N:7]=[C:6]([C:8]2[S:12][C:11]([C:13]([CH3:16])([CH3:15])[CH3:14])=[N:10][C:9]=2[C:17]2[C:18]([F:33])=[C:19]([NH:23][S:24]([C:27]3[N:31]([CH3:32])[N:30]=[CH:29][CH:28]=3)(=[O:26])=[O:25])[CH:20]=[CH:21][CH:22]=2)[CH:5]=[CH:4][N:3]=1. The catalyst class is: 25. (3) Reactant: [Cl:1][C:2]1[N:7]=[CH:6][C:5]([C:8]2[NH:13][C:12](=[O:14])[C:11]([CH:15]([NH:17][C:18](=O)[CH3:19])[CH3:16])=[N:10][N:9]=2)=[CH:4][CH:3]=1.P(Cl)(Cl)(Cl)=O. Product: [Cl:1][C:2]1[N:7]=[CH:6][C:5]([C:8]2[NH:13][C:12](=[O:14])[C:11]3=[C:15]([CH3:16])[N:17]=[C:18]([CH3:19])[N:10]3[N:9]=2)=[CH:4][CH:3]=1. The catalyst class is: 12. (4) Reactant: [Br:1][C:2]1[CH:7]=[CH:6][C:5]([CH:8](O)[CH2:9][CH2:10][C:11]([F:14])([F:13])[F:12])=[C:4]([CH3:16])[CH:3]=1.S(Cl)([Cl:19])=O. Product: [Br:1][C:2]1[CH:7]=[CH:6][C:5]([CH:8]([Cl:19])[CH2:9][CH2:10][C:11]([F:14])([F:13])[F:12])=[C:4]([CH3:16])[CH:3]=1. The catalyst class is: 11. (5) Reactant: [Cl:1][C:2]1[CH:3]=[C:4]([NH:8][C:9]2[C:14]([N+:15]([O-])=O)=[CH:13][CH:12]=[CH:11][N:10]=2)[CH:5]=[CH:6][CH:7]=1.Cl.C(=O)(O)[O-].[Na+]. Product: [NH2:15][C:14]1[C:9]([NH:8][C:4]2[CH:5]=[CH:6][CH:7]=[C:2]([Cl:1])[CH:3]=2)=[N:10][CH:11]=[CH:12][CH:13]=1. The catalyst class is: 186.